Dataset: NCI-60 drug combinations with 297,098 pairs across 59 cell lines. Task: Regression. Given two drug SMILES strings and cell line genomic features, predict the synergy score measuring deviation from expected non-interaction effect. (1) Drug 1: CCN(CC)CCNC(=O)C1=C(NC(=C1C)C=C2C3=C(C=CC(=C3)F)NC2=O)C. Drug 2: C1CC(=O)NC(=O)C1N2C(=O)C3=CC=CC=C3C2=O. Cell line: TK-10. Synergy scores: CSS=9.85, Synergy_ZIP=-1.72, Synergy_Bliss=0.0508, Synergy_Loewe=-8.55, Synergy_HSA=-1.60. (2) Drug 1: C1=CC(=CC=C1C#N)C(C2=CC=C(C=C2)C#N)N3C=NC=N3. Drug 2: C1C(C(OC1N2C=NC(=NC2=O)N)CO)O. Cell line: T-47D. Synergy scores: CSS=5.99, Synergy_ZIP=-0.221, Synergy_Bliss=3.70, Synergy_Loewe=-1.44, Synergy_HSA=-0.308.